From a dataset of Full USPTO retrosynthesis dataset with 1.9M reactions from patents (1976-2016). Predict the reactants needed to synthesize the given product. (1) Given the product [N:32]1[CH:37]=[CH:36][CH:35]=[C:34]([O:38][C:39]2[CH:46]=[CH:45][C:42]([CH2:43][NH:44][C:4](=[O:6])[C:3]3[CH:7]=[CH:8][CH:9]=[N:10][C:2]=3[NH2:1])=[CH:41][CH:40]=2)[CH:33]=1, predict the reactants needed to synthesize it. The reactants are: [NH2:1][C:2]1[N:10]=[CH:9][CH:8]=[CH:7][C:3]=1[C:4]([OH:6])=O.ON1C2C=CC=CC=2N=N1.CCN=C=NCCCN(C)C.[N:32]1[CH:37]=[CH:36][CH:35]=[C:34]([O:38][C:39]2[CH:46]=[CH:45][C:42]([CH2:43][NH2:44])=[CH:41][CH:40]=2)[CH:33]=1.C(=O)(O)[O-].[Na+]. (2) Given the product [C:12]([C:14]1[CH:15]=[CH:16][C:17]([C@H:20]2[C@:24]3([N:28]([CH3:29])[C:27](=[O:30])[N:26]([C:31]4[CH:32]=[C:33]([Cl:38])[CH:34]=[C:35]([Cl:37])[CH:36]=4)[C:25]3=[O:39])[CH2:23][N:22]([CH2:40][C:41]3[S:45][CH:44]=[C:43]([C:46]([NH:53][S:50]([CH3:49])(=[O:52])=[O:51])=[O:48])[CH:42]=3)[CH2:21]2)=[CH:18][CH:19]=1)#[N:13], predict the reactants needed to synthesize it. The reactants are: CCN=C=NCCCN(C)C.[C:12]([C:14]1[CH:19]=[CH:18][C:17]([C@H:20]2[C@:24]3([N:28]([CH3:29])[C:27](=[O:30])[N:26]([C:31]4[CH:36]=[C:35]([Cl:37])[CH:34]=[C:33]([Cl:38])[CH:32]=4)[C:25]3=[O:39])[CH2:23][N:22]([CH2:40][C:41]3[S:45][CH:44]=[C:43]([C:46]([OH:48])=O)[CH:42]=3)[CH2:21]2)=[CH:16][CH:15]=1)#[N:13].[CH3:49][S:50]([NH2:53])(=[O:52])=[O:51].C(N(CC)CC)C. (3) Given the product [C:1]([NH:5][CH2:14][C:15]1[CH:24]=[C:23]2[C:18]([C:19](=[O:25])[CH2:20][CH2:21][O:22]2)=[CH:17][C:16]=1[Cl:26])([CH3:4])([CH3:3])[CH3:2], predict the reactants needed to synthesize it. The reactants are: [C:1]([NH2:5])([CH3:4])([CH3:3])[CH3:2].CCN(CC)CC.Br[CH2:14][C:15]1[CH:24]=[C:23]2[C:18]([C:19](=[O:25])[CH2:20][CH2:21][O:22]2)=[CH:17][C:16]=1[Cl:26]. (4) Given the product [NH2:2][CH2:3][C:4]1[C:9]([CH3:10])=[C:8]([CH3:11])[CH:7]=[CH:6][N:5]=1, predict the reactants needed to synthesize it. The reactants are: Cl.[NH2:2][CH2:3][C:4]1[C:9]([CH3:10])=[C:8]([CH3:11])[CH:7]=[CH:6][N:5]=1.C(=O)([O-])[O-].[K+].[K+]. (5) Given the product [Cl:30][C:9]1[CH:8]=[C:7]([O:6][CH2:5][CH2:4][CH2:3][CH2:2][N:39]([CH3:40])[CH3:38])[CH:12]=[CH:11][C:10]=1[C:13]1[N:17]=[C:16]([C:18]2[CH:19]=[CH:20][C:21]([O:26][CH:27]([CH3:29])[CH3:28])=[C:22]([CH:25]=2)[C:23]#[N:24])[O:15][N:14]=1, predict the reactants needed to synthesize it. The reactants are: Br[CH2:2][CH2:3][CH2:4][CH2:5][O:6][C:7]1[CH:12]=[CH:11][C:10]([C:13]2[N:17]=[C:16]([C:18]3[CH:19]=[CH:20][C:21]([O:26][CH:27]([CH3:29])[CH3:28])=[C:22]([CH:25]=3)[C:23]#[N:24])[O:15][N:14]=2)=[C:9]([Cl:30])[CH:8]=1.C(=O)([O-])[O-].[K+].[K+].Cl.[CH3:38][NH:39][CH3:40]. (6) Given the product [CH3:44][N:43]([CH3:45])[CH2:42][CH2:41][O:1][C:2]1[CH:3]=[C:4]2[C:9](=[CH:10][C:11]=1[O:12][CH3:13])[N:8]=[C:7]([C:14]1[CH:19]=[CH:18][CH:17]=[C:16]([N+:20]([O-:22])=[O:21])[CH:15]=1)[N:6]=[C:5]2[NH:23][C:24]1[CH:25]=[C:26]2[C:30](=[CH:31][CH:32]=1)[N:29]([C:33]([O:35][C:36]([CH3:39])([CH3:38])[CH3:37])=[O:34])[N:28]=[CH:27]2, predict the reactants needed to synthesize it. The reactants are: [OH:1][C:2]1[CH:3]=[C:4]2[C:9](=[CH:10][C:11]=1[O:12][CH3:13])[N:8]=[C:7]([C:14]1[CH:19]=[CH:18][CH:17]=[C:16]([N+:20]([O-:22])=[O:21])[CH:15]=1)[N:6]=[C:5]2[NH:23][C:24]1[CH:25]=[C:26]2[C:30](=[CH:31][CH:32]=1)[N:29]([C:33]([O:35][C:36]([CH3:39])([CH3:38])[CH3:37])=[O:34])[N:28]=[CH:27]2.Cl[CH2:41][CH2:42][N:43]([CH3:45])[CH3:44].C([O-])([O-])=O.[K+].[K+].